From a dataset of TCR-epitope binding with 47,182 pairs between 192 epitopes and 23,139 TCRs. Binary Classification. Given a T-cell receptor sequence (or CDR3 region) and an epitope sequence, predict whether binding occurs between them. (1) The epitope is IVTDFSVIK. The TCR CDR3 sequence is CSAQQGIQPQHF. Result: 0 (the TCR does not bind to the epitope). (2) The epitope is LPAADLDDF. The TCR CDR3 sequence is CASSLVVLNTEAFF. Result: 1 (the TCR binds to the epitope).